The task is: Predict the reactants needed to synthesize the given product.. This data is from Full USPTO retrosynthesis dataset with 1.9M reactions from patents (1976-2016). (1) Given the product [NH2:10][C:13]1[CH:18]=[CH:17][C:16]([S:19]([NH:9][C:6]2[CH:5]=[CH:4][C:3]([O:2][CH3:1])=[CH:8][N:7]=2)(=[O:21])=[O:20])=[CH:15][CH:14]=1, predict the reactants needed to synthesize it. The reactants are: [CH3:1][O:2][C:3]1[CH:4]=[CH:5][C:6]([NH2:9])=[N:7][CH:8]=1.[N+:10]([C:13]1[CH:18]=[CH:17][C:16]([S:19](Cl)(=[O:21])=[O:20])=[CH:15][CH:14]=1)([O-])=O. (2) Given the product [Cl:1][C:2]1[CH:3]=[CH:4][C:5]2[N:6]([CH:8]=[C:9]([C:11]3[CH:16]=[CH:15][C:14]([CH2:17][CH3:18])=[C:13]([CH:12]=3)[NH2:19])[N:10]=2)[N:7]=1, predict the reactants needed to synthesize it. The reactants are: [Cl:1][C:2]1[CH:3]=[CH:4][C:5]2[N:6]([CH:8]=[C:9]([C:11]3[CH:16]=[CH:15][C:14]([CH2:17][CH3:18])=[C:13]([N+:19]([O-])=O)[CH:12]=3)[N:10]=2)[N:7]=1.CC(O)=O. (3) Given the product [CH:1]([O:4][C:5]1[S:6][C:7]([CH:17]=[O:18])=[CH:8][CH:9]=1)([CH3:3])[CH3:2], predict the reactants needed to synthesize it. The reactants are: [CH:1]([O:4][C:5]1[S:6][CH:7]=[CH:8][CH:9]=1)([CH3:3])[CH3:2].C([Li])CCC.CN(C)[CH:17]=[O:18].Cl. (4) Given the product [Cl:1][C:2]1[CH:3]=[C:4](/[C:12](=[N:16]\[O:17][CH:18]2[CH2:22][CH2:21][CH2:20][CH2:19]2)/[C:13]([NH:32][C:30]2[S:31][C:27]3[CH:26]=[C:25]([O:24][CH3:23])[CH:34]=[CH:33][C:28]=3[N:29]=2)=[O:15])[CH:5]=[CH:6][C:7]=1[S:8]([CH3:11])(=[O:9])=[O:10], predict the reactants needed to synthesize it. The reactants are: [Cl:1][C:2]1[CH:3]=[C:4](/[C:12](=[N:16]\[O:17][CH:18]2[CH2:22][CH2:21][CH2:20][CH2:19]2)/[C:13]([OH:15])=O)[CH:5]=[CH:6][C:7]=1[S:8]([CH3:11])(=[O:10])=[O:9].[CH3:23][O:24][C:25]1[CH:34]=[CH:33][C:28]2[N:29]=[C:30]([NH2:32])[S:31][C:27]=2[CH:26]=1.C(N(CC)C(C)C)(C)C. (5) The reactants are: [Br:1][C:2]1[CH:11]=[C:10]2[C:5]([CH:6]=[CH:7][C:8]([C:12]([OH:14])=O)=[N:9]2)=[N:4][CH:3]=1.[NH2:15][C:16]1[CH:17]=[N:18][CH:19]=[CH:20][C:21]=1[N:22]1[CH2:27][C@H:26]([CH3:28])[C@@H:25]([O:29][Si](C(C)(C)C)(C)C)[C@H:24]([NH:37]C(=O)OC(C)(C)C)[CH2:23]1.CCN(C(C)C)C(C)C.CN(C(ON1N=NC2C=CC=NC1=2)=[N+](C)C)C.F[P-](F)(F)(F)(F)F.C(O)(C(F)(F)F)=O. Given the product [NH2:37][C@H:24]1[C@H:25]([OH:29])[C@@H:26]([CH3:28])[CH2:27][N:22]([C:21]2[CH:20]=[CH:19][N:18]=[CH:17][C:16]=2[NH:15][C:12]([C:8]2[CH:7]=[CH:6][C:5]3[C:10](=[CH:11][C:2]([Br:1])=[CH:3][N:4]=3)[N:9]=2)=[O:14])[CH2:23]1, predict the reactants needed to synthesize it. (6) Given the product [NH2:1][C:2]1[CH:3]=[C:4]([CH:9]=[C:10]([CH3:18])[C:11]=1[NH:12][C:13](=[O:17])[CH2:14][CH2:15][CH3:16])[C:5]([OH:7])=[O:6], predict the reactants needed to synthesize it. The reactants are: [NH2:1][C:2]1[CH:3]=[C:4]([CH:9]=[C:10]([CH3:18])[C:11]=1[NH:12][C:13](=[O:17])[CH2:14][CH2:15][CH3:16])[C:5]([O:7]C)=[O:6].O. (7) Given the product [F:1][C:2]1[CH:7]=[C:6]([N:8]2[CH2:12][C@H:11]([CH2:13][NH:14][C:15](=[O:17])[CH3:16])[O:10][C:9]2=[O:18])[CH:5]=[CH:4][C:3]=1[C:19]1[CH:24]=[CH:23][CH:22]=[C:21]([CH2:25][N:27]=[N+:28]=[N-:29])[CH:20]=1, predict the reactants needed to synthesize it. The reactants are: [F:1][C:2]1[CH:7]=[C:6]([N:8]2[CH2:12][C@H:11]([CH2:13][NH:14][C:15](=[O:17])[CH3:16])[O:10][C:9]2=[O:18])[CH:5]=[CH:4][C:3]=1[C:19]1[CH:24]=[CH:23][CH:22]=[C:21]([CH2:25]Cl)[CH:20]=1.[N-:27]=[N+:28]=[N-:29].[Na+].